This data is from Full USPTO retrosynthesis dataset with 1.9M reactions from patents (1976-2016). The task is: Predict the reactants needed to synthesize the given product. Given the product [C:1]([N:4]1[C:13]2[C:8](=[CH:9][C:10]([N:14]3[CH2:15][CH2:16][N:17]([C:20]([O:22][C:23]([CH3:26])([CH3:25])[CH3:24])=[O:21])[CH2:18][CH2:19]3)=[CH:11][CH:12]=2)[C@H:7]([NH:27][C:33]2[CH:38]=[CH:37][CH:36]=[CH:35][CH:34]=2)[C@@H:6]([CH3:28])[C@@H:5]1[CH:29]1[CH2:30][CH2:31]1)(=[O:3])[CH3:2], predict the reactants needed to synthesize it. The reactants are: [C:1]([N:4]1[C:13]2[C:8](=[CH:9][C:10]([N:14]3[CH2:19][CH2:18][N:17]([C:20]([O:22][C:23]([CH3:26])([CH3:25])[CH3:24])=[O:21])[CH2:16][CH2:15]3)=[CH:11][CH:12]=2)[C@H:7]([NH2:27])[C@@H:6]([CH3:28])[C@@H:5]1[CH:29]1[CH2:31][CH2:30]1)(=[O:3])[CH3:2].Br[C:33]1[CH:38]=[CH:37][CH:36]=[CH:35][CH:34]=1.CN(C1C(C2C(P(C3CCCCC3)C3CCCCC3)=CC=CC=2)=CC=CC=1)C.